Dataset: Reaction yield outcomes from USPTO patents with 853,638 reactions. Task: Predict the reaction yield, written as a fraction of the theoretical maximum amount of product (1.0 means a 100% yield; for example, 0.34 means a 34% yield). The yield is 0.800. The catalyst is C(Cl)Cl. The product is [OH:2][C:3]1[CH:4]=[C:5]2[C:10](=[CH:11][CH:12]=1)[N:9]=[C:8]([C:13]1[CH:18]=[CH:17][CH:16]=[C:15]([N+:19]([O-:21])=[O:20])[CH:14]=1)[NH:7][C:6]2=[O:22]. The reactants are C[O:2][C:3]1[CH:4]=[C:5]2[C:10](=[CH:11][CH:12]=1)[N:9]=[C:8]([C:13]1[CH:18]=[CH:17][CH:16]=[C:15]([N+:19]([O-:21])=[O:20])[CH:14]=1)[NH:7][C:6]2=[O:22].B(Br)(Br)Br.C([O-])(O)=O.[Na+].